From a dataset of Forward reaction prediction with 1.9M reactions from USPTO patents (1976-2016). Predict the product of the given reaction. (1) The product is: [CH3:9][Si:10]([CH3:13])([CH3:12])[N:8]([Si:10]([CH3:13])([CH3:12])[CH3:9])[C:6]([NH:5]/[CH:4]=[CH:3]\[C:1]#[N:2])=[O:7]. Given the reactants [C:1](/[CH:3]=[CH:4]\[NH:5][C:6]([NH2:8])=[O:7])#[N:2].[CH3:9][Si:10]([CH3:13])([CH3:12])Cl.[Cl-].[Li+], predict the reaction product. (2) Given the reactants [Br:1][C:2]1[CH:3]=[C:4]([C:13]2[CH:18]=[CH:17][C:16]([S:19]([CH3:22])(=[O:21])=[O:20])=[CH:15][CH:14]=2)[N:5]2[C:10]=1[CH:9]=[N:8][C:7]([S:11][CH3:12])=[N:6]2.C(Cl)Cl.C1C=C(Cl)C=C(C(OO)=[O:34])C=1, predict the reaction product. The product is: [Br:1][C:2]1[CH:3]=[C:4]([C:13]2[CH:14]=[CH:15][C:16]([S:19]([CH3:22])(=[O:20])=[O:21])=[CH:17][CH:18]=2)[N:5]2[C:10]=1[CH:9]=[N:8][C:7]([S:11]([CH3:12])=[O:34])=[N:6]2. (3) Given the reactants [Na:1].[CH2:2]1[O:4][CH2:3]1.[C:5]([OH:10])(=[O:9])[C:6]([CH3:8])=[CH2:7].[CH2:11]=[CH:12][C:13]1[CH:18]=[CH:17][CH:16]=[CH:15][CH:14]=1.S(OOS([O-])(=O)=O)([O-])(=O)=O.[NH4+].[NH4+].S([O-])([O-])(=O)=O.[NH4+].[NH4+], predict the reaction product. The product is: [CH:11]([CH2:7][C:6](=[CH2:8])[C:5]([OH:10])=[O:9])=[CH:12][C:13]1[CH:18]=[CH:17][CH:16]=[CH:15][CH:14]=1.[C:5]([O:10][CH2:11][CH2:12][CH2:13][CH3:14])(=[O:9])[CH:6]=[CH2:7].[Na:1].[CH2:3]1[O:4][CH2:2]1.[C:5]([OH:10])(=[O:9])[C:6]([CH3:8])=[CH2:7].